This data is from Reaction yield outcomes from USPTO patents with 853,638 reactions. The task is: Predict the reaction yield, written as a fraction of the theoretical maximum amount of product (1.0 means a 100% yield; for example, 0.34 means a 34% yield). (1) The reactants are C[Si](C)(C)[N-][Si](C)(C)C.[Li+].S1C2C=CC=CC=2N=C1S([CH2:23][C@@H:24]1[NH:28][C:27](=[O:29])[CH2:26][CH2:25]1)(=O)=O.[Si:30]([O:37][C:38]1[CH:43]=[CH:42][C:41]([C:44]([C:46]2[CH:51]=[CH:50][C:49]([Cl:52])=[C:48]([O:53][CH3:54])[N:47]=2)=O)=[CH:40][CH:39]=1)([C:33]([CH3:36])([CH3:35])[CH3:34])([CH3:32])[CH3:31].O. The catalyst is O1CCCC1. The product is [Si:30]([O:37][C:38]1[CH:43]=[CH:42][C:41](/[C:44](/[C:46]2[CH:51]=[CH:50][C:49]([Cl:52])=[C:48]([O:53][CH3:54])[N:47]=2)=[CH:23]\[C@@H:24]2[NH:28][C:27](=[O:29])[CH2:26][CH2:25]2)=[CH:40][CH:39]=1)([C:33]([CH3:35])([CH3:34])[CH3:36])([CH3:31])[CH3:32]. The yield is 0.170. (2) The yield is 0.700. The reactants are Cl[CH2:2][C:3]1[N:12]=[C:11]([NH:13][C@@H:14]([CH:18]([CH3:20])[CH3:19])[C:15]([NH2:17])=[O:16])[C:10]2[C:5](=[CH:6][CH:7]=[CH:8][CH:9]=2)[N:4]=1.[CH2:21]([N:28]1[CH2:33][CH2:32][NH:31][CH2:30][CH2:29]1)[C:22]1[CH:27]=[CH:26][CH:25]=[CH:24]C=1.C(=O)([O-])[O-].[K+].[K+]. The product is [CH3:19][CH:18]([CH3:20])[C@H:14]([NH:13][C:11]1[C:10]2[C:5](=[CH:6][CH:7]=[CH:8][CH:9]=2)[N:4]=[C:3]([CH2:2][N:31]2[CH2:30][CH2:29][N:28]([C:21]3[CH:22]=[CH:27][CH:26]=[CH:25][CH:24]=3)[CH2:33][CH2:32]2)[N:12]=1)[C:15]([NH2:17])=[O:16]. The catalyst is C(#N)C.